Dataset: Forward reaction prediction with 1.9M reactions from USPTO patents (1976-2016). Task: Predict the product of the given reaction. Given the reactants Cl[CH2:2][C:3]1[CH:12]=[CH:11][C:10]2[C:5](=[CH:6][CH:7]=[CH:8][CH:9]=2)[N:4]=1.[OH:13][C:14]1[CH:22]=[CH:21][C:17]([C:18]([NH2:20])=[O:19])=[CH:16][CH:15]=1.C(=O)([O-])[O-].[Cs+].[Cs+].O, predict the reaction product. The product is: [N:4]1[C:5]2[C:10](=[CH:9][CH:8]=[CH:7][CH:6]=2)[CH:11]=[CH:12][C:3]=1[CH2:2][O:13][C:14]1[CH:22]=[CH:21][C:17]([C:18]([NH2:20])=[O:19])=[CH:16][CH:15]=1.